From a dataset of Forward reaction prediction with 1.9M reactions from USPTO patents (1976-2016). Predict the product of the given reaction. (1) Given the reactants [CH2:1]([O:3][C:4]([C:6]1[S:7][C:8]2[CH2:9][CH2:10][O:11][C:12]3[CH:19]=[CH:18][C:17](Br)=[CH:16][C:13]=3[C:14]=2[N:15]=1)=[O:5])[CH3:2].[CH2:21]([N:25]1C=CN=C1)CCC, predict the reaction product. The product is: [CH2:1]([O:3][C:4]([C:6]1[S:7][C:8]2[CH2:9][CH2:10][O:11][C:12]3[CH:19]=[CH:18][C:17]([C:21]#[N:25])=[CH:16][C:13]=3[C:14]=2[N:15]=1)=[O:5])[CH3:2]. (2) Given the reactants [N+:1]([C:4]1[N:5]=[CH:6][NH:7][CH:8]=1)([O-:3])=[O:2].Br[CH:10]([CH3:12])[CH3:11].C(=O)([O-])[O-].[K+].[K+], predict the reaction product. The product is: [CH:10]([N:7]1[CH:8]=[C:4]([N+:1]([O-:3])=[O:2])[N:5]=[CH:6]1)([CH3:12])[CH3:11]. (3) Given the reactants [CH:1]1([CH2:6][CH:7]([NH:21][C:22]2[CH:30]=[CH:29][C:25]([C:26]([OH:28])=O)=[CH:24][CH:23]=2)[C:8]2[CH:12]=[C:11]([C:13]3[CH:18]=[CH:17][CH:16]=[CH:15][CH:14]=3)[O:10][C:9]=2[CH2:19][CH3:20])C[CH2:4][CH2:3][CH2:2]1.[CH3:31][NH:32][CH2:33][CH2:34][C:35]([O:37]CC)=[O:36].Cl.C(N=C=NCCCN(C)C)C.O.OC1C2N=NNC=2C=CC=1, predict the reaction product. The product is: [CH:6]1([CH:7]([NH:21][C:22]2[CH:30]=[CH:29][C:25]([C:26]([N:32]([CH3:31])[CH2:33][CH2:34][C:35]([OH:37])=[O:36])=[O:28])=[CH:24][CH:23]=2)[C:8]2[CH:12]=[C:11]([C:13]3[CH:18]=[CH:17][CH:16]=[CH:15][CH:14]=3)[O:10][C:9]=2[CH2:19][CH3:20])[CH2:1][CH2:2][CH2:3][CH2:4]1. (4) Given the reactants [H-].[Na+].[C:3]1([CH2:9][CH2:10][CH2:11][CH:12]([C:18]([O:20][CH2:21][CH3:22])=[O:19])[C:13]([O:15][CH2:16][CH3:17])=[O:14])[CH:8]=[CH:7][CH:6]=[CH:5][CH:4]=1.[CH2:23]([O:30][C:31]1[CH:38]=[CH:37][C:34]([CH2:35]Cl)=[CH:33][CH:32]=1)[C:24]1[CH:29]=[CH:28][CH:27]=[CH:26][CH:25]=1, predict the reaction product. The product is: [CH2:23]([O:30][C:31]1[CH:32]=[CH:33][C:34]([CH2:35][C:12]([CH2:11][CH2:10][CH2:9][C:3]2[CH:4]=[CH:5][CH:6]=[CH:7][CH:8]=2)([C:13]([O:15][CH2:16][CH3:17])=[O:14])[C:18]([O:20][CH2:21][CH3:22])=[O:19])=[CH:37][CH:38]=1)[C:24]1[CH:25]=[CH:26][CH:27]=[CH:28][CH:29]=1. (5) Given the reactants [CH3:1][O:2][C:3]1[CH:4]=[C:5]2[C:10](=[CH:11][C:12]=1[O:13][CH3:14])[N:9]=[CH:8][CH:7]=[C:6]2[O:15][C:16]1[C:22]([CH3:23])=[CH:21][C:19]([NH2:20])=[C:18]([CH3:24])[CH:17]=1.C([N:27]([CH2:30]C)CC)C.[C:32](Cl)(Cl)=[S:33].N[CH2:37][CH2:38][CH2:39][N:40]1[CH:44]=[CH:43][N:42]=[CH:41]1.CN(C)C=[O:48], predict the reaction product. The product is: [CH3:1][O:2][C:3]1[CH:4]=[C:5]2[C:10](=[CH:11][C:12]=1[O:13][CH3:14])[N:9]=[CH:8][CH:7]=[C:6]2[O:15][C:16]1[C:22]([CH3:23])=[CH:21][C:19]([NH:20][C:32]([NH:27][CH2:30][CH2:37][CH2:38][C:39]([N:40]2[CH:44]=[CH:43][N:42]=[CH:41]2)=[O:48])=[S:33])=[C:18]([CH3:24])[CH:17]=1. (6) Given the reactants [CH:1]([N:4]([C:29]1[CH:34]=[CH:33][CH:32]=[CH:31][CH:30]=1)[C:5](=[O:28])[CH2:6][N:7]1[C:16](=[O:17])[CH2:15][C:14]2[N:10]([C:11]([C:18]3[CH:23]=[CH:22][CH:21]=[CH:20][CH:19]=3)=[N:12][N:13]=2)[C:9]2[CH:24]=[CH:25][CH:26]=[CH:27][C:8]1=2)([CH3:3])[CH3:2].[C:35]([O:39][C:40]([N:42]1[C:50]2[C:45](=[CH:46][CH:47]=[CH:48][CH:49]=2)[C:44]([CH2:51]Br)=[N:43]1)=[O:41])([CH3:38])([CH3:37])[CH3:36], predict the reaction product. The product is: [C:35]([O:39][C:40]([N:42]1[C:50]2[C:45](=[CH:46][CH:47]=[CH:48][CH:49]=2)[C:44]([CH2:51][CH:15]2[C:14]3[N:10]([C:11]([C:18]4[CH:23]=[CH:22][CH:21]=[CH:20][CH:19]=4)=[N:12][N:13]=3)[C:9]3[CH:24]=[CH:25][CH:26]=[CH:27][C:8]=3[N:7]([CH2:6][C:5](=[O:28])[N:4]([CH:1]([CH3:3])[CH3:2])[C:29]3[CH:34]=[CH:33][CH:32]=[CH:31][CH:30]=3)[C:16]2=[O:17])=[N:43]1)=[O:41])([CH3:38])([CH3:37])[CH3:36].